From a dataset of Forward reaction prediction with 1.9M reactions from USPTO patents (1976-2016). Predict the product of the given reaction. (1) Given the reactants [C:1]([C:4]1[CH:9]=[CH:8][C:7]([O:10][CH3:11])=[CH:6][C:5]=1[NH:12][C:13]([C:15]1[N:16]=[C:17]([N:20]([CH3:22])[CH3:21])[S:18][CH:19]=1)=O)(=[O:3])[CH3:2].[OH-].[K+], predict the reaction product. The product is: [CH3:21][N:20]([CH3:22])[C:17]1[S:18][CH:19]=[C:15]([C:13]2[CH:2]=[C:1]([OH:3])[C:4]3[C:5](=[CH:6][C:7]([O:10][CH3:11])=[CH:8][CH:9]=3)[N:12]=2)[N:16]=1. (2) Given the reactants [Cl-].CO[C:4]1[CH:29]=[CH:28][C:7]([CH2:8][P+](C2C=CC=CC=2)(C2C=CC=CC=2)C2C=CC=CC=2)=[CH:6][CH:5]=1.[CH3:30][O-].[Na+].N1[CH:38]=[CH:37][CH:36]=[CH:35][C:34]=1[CH:39]=O, predict the reaction product. The product is: [C:34]1(/[CH:39]=[CH:8]/[C:7]2[CH:6]=[CH:5][CH:4]=[CH:29][CH:28]=2)[CH:30]=[CH:38][CH:37]=[CH:36][CH:35]=1. (3) Given the reactants Br[C:2]1[CH:3]=[CH:4][C:5]2[NH:6][C:7]3[C:12]([C:13]=2[CH:14]=1)=[CH:11][C:10](Br)=[CH:9][CH:8]=3.B(O)(O)[C:17]1[CH:22]=[CH:21][C:20]([N:23]([C:30]2[CH:35]=[CH:34][CH:33]=[CH:32][CH:31]=2)[C:24]2[CH:29]=[CH:28][CH:27]=[CH:26][CH:25]=2)=[CH:19][CH:18]=1.[C:53]1([CH3:58])[CH:54]=[CH:55][CH:56]=[CH:57][C:52]=1P([C:52]1[CH:57]=[CH:56][CH:55]=[CH:54][C:53]=1[CH3:58])[C:52]1[CH:57]=[CH:56][CH:55]=[CH:54][C:53]=1[CH3:58].C(=O)([O-])[O-].[K+].[K+], predict the reaction product. The product is: [CH:8]1[C:7]2[NH:6][C:5]3[C:13](=[CH:14][C:2]([C:17]4[CH:22]=[CH:21][C:20]([N:23]([C:30]5[CH:35]=[CH:34][CH:33]=[CH:32][CH:31]=5)[C:24]5[CH:29]=[CH:28][CH:27]=[CH:26][CH:25]=5)=[CH:19][CH:18]=4)=[CH:3][CH:4]=3)[C:12]=2[CH:11]=[C:58]([C:53]2[CH:52]=[CH:57][C:56]([N:6]([C:5]3[CH:13]=[CH:14][CH:2]=[CH:3][CH:4]=3)[C:7]3[CH:8]=[CH:9][CH:10]=[CH:11][CH:12]=3)=[CH:55][CH:54]=2)[CH:9]=1. (4) Given the reactants [CH3:1][C:2]1[CH:7]=[CH:6][C:5]([N+:8]([O-])=O)=[CH:4][C:3]=1[O:11][CH3:12], predict the reaction product. The product is: [CH3:1][C:2]1[CH:7]=[CH:6][C:5]([NH2:8])=[CH:4][C:3]=1[O:11][CH3:12]. (5) Given the reactants [C:1]1([C:7]2[CH:8]=[C:9]3[C:13](=[CH:14][CH:15]=2)[NH:12][CH:11]=[CH:10]3)[CH:6]=[CH:5][CH:4]=[CH:3][CH:2]=1.[C:16](O[C:16]([O:18][C:19]([CH3:22])([CH3:21])[CH3:20])=[O:17])([O:18][C:19]([CH3:22])([CH3:21])[CH3:20])=[O:17].C(OCC)(=O)C, predict the reaction product. The product is: [C:19]([O:18][C:16]([N:12]1[C:13]2[C:9](=[CH:8][C:7]([C:1]3[CH:2]=[CH:3][CH:4]=[CH:5][CH:6]=3)=[CH:15][CH:14]=2)[CH:10]=[CH:11]1)=[O:17])([CH3:22])([CH3:21])[CH3:20]. (6) The product is: [CH:12]([NH:8][C:21]([C:20]1[C:19]2[C:18](=[CH:26][N:25]([CH2:27][C:28]3[CH:29]=[CH:30][C:31]([O:34][CH3:35])=[CH:32][CH:33]=3)[N:24]=2)[CH:17]=[C:16]([CH3:36])[C:15]=1[NH:14][C:13]([C:12]1[N:8]([C:3]2[C:2]([Cl:1])=[CH:7][CH:6]=[CH:5][N:4]=2)[N:9]=[C:10]([O:37][CH3:38])[CH:11]=1)=[O:22])=[O:23])([CH3:13])[CH3:11]. Given the reactants [Cl:1][C:2]1[C:3]([N:8]2[C:12]([C:13]3[O:22][C:21](=[O:23])[C:20]4[C:19]5=[N:24][N:25]([CH2:27][C:28]6[CH:33]=[CH:32][C:31]([O:34][CH3:35])=[CH:30][CH:29]=6)[CH:26]=[C:18]5[CH:17]=[C:16]([CH3:36])[C:15]=4[N:14]=3)=[CH:11][C:10]([O:37][CH3:38])=[N:9]2)=[N:4][CH:5]=[CH:6][CH:7]=1, predict the reaction product. (7) Given the reactants [CH3:1][O:2][C:3]([CH:5]1[CH2:10][CH2:9][CH:8]([CH2:11][NH2:12])[CH2:7][CH2:6]1)=[O:4].[C:13](N1C=CN=C1)([N:15]1[CH:19]=[CH:18][N:17]=[CH:16]1)=[O:14], predict the reaction product. The product is: [CH3:1][O:2][C:3]([CH:5]1[CH2:10][CH2:9][CH:8]([CH2:11][NH:12][C:13]([N:15]2[CH:19]=[CH:18][N:17]=[CH:16]2)=[O:14])[CH2:7][CH2:6]1)=[O:4]. (8) The product is: [Br:1][C:2]1[CH:7]=[C:6]2[C:5](=[CH:4][CH:3]=1)[O:11][CH:17]([C:16]1[CH:19]=[CH:20][C:13]([F:12])=[CH:14][CH:15]=1)[CH2:9][C:8]2=[O:10]. Given the reactants [Br:1][C:2]1[CH:3]=[CH:4][C:5]([OH:11])=[C:6]([C:8](=[O:10])[CH3:9])[CH:7]=1.[F:12][C:13]1[CH:20]=[CH:19][C:16]([CH:17]=O)=[CH:15][CH:14]=1, predict the reaction product.